This data is from Full USPTO retrosynthesis dataset with 1.9M reactions from patents (1976-2016). The task is: Predict the reactants needed to synthesize the given product. (1) Given the product [NH2:1][C:4]1[CH:5]=[CH:6][CH:7]=[C:8]2[C:13]=1[CH:12]=[C:11]([C:14]1[CH:23]=[CH:22][C:21]3[C:16](=[CH:17][CH:18]=[CH:19][CH:20]=3)[N:15]=1)[CH:10]=[CH:9]2, predict the reactants needed to synthesize it. The reactants are: [N+:1]([C:4]1[CH:5]=[CH:6][CH:7]=[C:8]2[C:13]=1[CH:12]=[C:11]([C:14]1[CH:23]=[CH:22][C:21]3[C:16](=[CH:17][CH:18]=[CH:19][CH:20]=3)[N:15]=1)[CH:10]=[CH:9]2)([O-])=O.[BH4-].[Na+].Cl. (2) Given the product [F:1][C:2]([F:36])([F:35])[C:29]1[CH:28]=[C:5]([CH:4]=[C:3]([C:2]([F:1])([F:35])[F:36])[CH:30]=1)[CH2:6][O:7][CH2:8][CH:9]([C:22]1[CH:27]=[CH:26][CH:25]=[CH:24][CH:23]=1)[CH2:10][NH:11][C:12](=[O:21])[CH2:13][CH2:14][C:9]1[CH:10]=[N:11][CH:12]=[CH:37][CH:38]=1.[F:1][C:2]([F:36])([F:35])[C:29]1[CH:28]=[C:5]([CH:4]=[C:3]([C:2]([F:1])([F:35])[F:36])[CH:30]=1)[CH2:6][O:7][CH2:8][CH:9]([C:22]1[CH:27]=[CH:26][CH:25]=[CH:24][CH:23]=1)[CH2:10][NH:11][C:12](=[O:21])[CH:13]=[CH:14][C:9]1[CH:10]=[N:11][CH:12]=[CH:37][CH:38]=1, predict the reactants needed to synthesize it. The reactants are: [F:1][C:2]([F:36])([F:35])[C:3]1[CH:4]=[C:5]([CH:28]=[CH:29][C:30]=1C(F)(F)F)[CH2:6][O:7][CH2:8][CH:9]([C:22]1[CH:27]=[CH:26][CH:25]=[CH:24][CH:23]=1)[CH2:10][NH:11][C:12](=[O:21])[CH2:13][CH2:14]C1C=CN=CC=1.[CH2:37](O)[CH3:38]. (3) Given the product [Cl:11][CH2:12][CH2:13][O:14][CH2:15][CH2:16][C:17]([NH:8][CH2:7][C:2]1[CH:3]=[CH:4][CH:5]=[CH:6][N:1]=1)=[O:18], predict the reactants needed to synthesize it. The reactants are: [N:1]1[CH:6]=[CH:5][CH:4]=[CH:3][C:2]=1[CH2:7][NH2:8].[OH-].[Na+].[Cl:11][CH2:12][CH2:13][O:14][CH2:15][CH2:16][C:17](Cl)=[O:18].